This data is from Catalyst prediction with 721,799 reactions and 888 catalyst types from USPTO. The task is: Predict which catalyst facilitates the given reaction. (1) Reactant: O=[C:2]1[C:11]2[N:10]=[CH:9][CH:8]=[CH:7][C:6]=2[CH2:5][CH2:4][CH:3]1[CH2:12][CH2:13][C:14]([O:16][CH2:17][CH3:18])=[O:15].C1(C)C=CC(S(O)(=O)=O)=CC=1.[CH3:30][O:31][C:32]1[CH:37]=[CH:36][C:35]([C@@H:38]([NH2:40])[CH3:39])=[CH:34][CH:33]=1.C(O[BH-](OC(=O)C)OC(=O)C)(=O)C.[Na+]. Product: [CH3:30][O:31][C:32]1[CH:37]=[CH:36][C:35]([C@@H:38]([NH:40][C@@H:2]2[C:11]3[N:10]=[CH:9][CH:8]=[CH:7][C:6]=3[CH2:5][CH2:4][C@@H:3]2[CH2:12][CH2:13][C:14]([O:16][CH2:17][CH3:18])=[O:15])[CH3:39])=[CH:34][CH:33]=1. The catalyst class is: 11. (2) Reactant: [Br:1][C:2]1[CH:3]=[N:4][C:5]([N:8]2[CH2:13][CH2:12][CH2:11][CH2:10][CH:9]2[C:14]([O:16]CC)=[O:15])=[N:6][CH:7]=1.[H-].[Na+].CI.[CH3:23]CCCCC. Product: [Br:1][C:2]1[CH:7]=[N:6][C:5]([N:8]2[CH2:13][CH2:12][CH2:11][CH2:10][C:9]2([CH3:23])[C:14]([OH:16])=[O:15])=[N:4][CH:3]=1. The catalyst class is: 1.